From a dataset of Reaction yield outcomes from USPTO patents with 853,638 reactions. Predict the reaction yield, written as a fraction of the theoretical maximum amount of product (1.0 means a 100% yield; for example, 0.34 means a 34% yield). (1) The reactants are [F:1][C:2]1[CH:7]=[CH:6][C:5]([C:8]2[N:9]=[C:10]3[N:14]([C:15]=2[C:16](=[O:18])[CH3:17])[CH:13]=[CH:12][S:11]3)=[CH:4][C:3]=1[O:19][CH3:20].CO[CH:23](OC)[N:24]([CH3:26])[CH3:25]. The product is [CH3:23][N:24]([CH3:26])[CH:25]=[CH:17][C:16]([C:15]1[N:14]2[C:10]([S:11][CH:12]=[CH:13]2)=[N:9][C:8]=1[C:5]1[CH:6]=[CH:7][C:2]([F:1])=[C:3]([O:19][CH3:20])[CH:4]=1)=[O:18]. No catalyst specified. The yield is 0.850. (2) The reactants are [CH2:1]([O:3][C:4](=[O:11])[CH2:5][C:6](=O)[CH:7]([CH3:9])[CH3:8])[CH3:2].[NH2:12][C:13]([NH2:15])=[S:14].[NH4+].[OH-]. The catalyst is ClCCl. The product is [CH2:1]([O:3][C:4]([C:5]1[S:14][C:13]([NH2:15])=[N:12][C:6]=1[CH:7]([CH3:9])[CH3:8])=[O:11])[CH3:2]. The yield is 0.920. (3) The reactants are Cl.[O:2]1[CH2:7][CH2:6][N:5]([CH2:8][CH2:9][O:10][C:11]2[CH:19]=[C:18]3[C:14]([C:15]([C:27]4[CH:32]=[CH:31][CH:30]=[CH:29][CH:28]=4)=[C:16]([C:21]4[CH:22]=[N:23][CH:24]=[CH:25][CH:26]=4)[C:17]3=[O:20])=[CH:13][CH:12]=2)[CH2:4][CH2:3]1.C1C=C(Cl)C=C(C(OO)=[O:41])C=1. The catalyst is C(Cl)Cl.CCOC(C)=O. The product is [O-:41][N+:5]1([CH2:8][CH2:9][O:10][C:11]2[CH:19]=[C:18]3[C:14]([C:15]([C:27]4[CH:28]=[CH:29][CH:30]=[CH:31][CH:32]=4)=[C:16]([C:21]4[CH:22]=[N:23][CH:24]=[CH:25][CH:26]=4)[C:17]3=[O:20])=[CH:13][CH:12]=2)[CH2:4][CH2:3][O:2][CH2:7][CH2:6]1. The yield is 0.130.